From a dataset of Forward reaction prediction with 1.9M reactions from USPTO patents (1976-2016). Predict the product of the given reaction. (1) Given the reactants [C:1]([O:5][C:6](=[O:18])[NH:7][CH2:8][CH2:9][N:10]1[C:14](I)=[C:13]([I:16])[N:12]=[C:11]1[CH3:17])([CH3:4])([CH3:3])[CH3:2], predict the reaction product. The product is: [C:1]([O:5][C:6](=[O:18])[NH:7][CH2:8][CH2:9][N:10]1[CH:14]=[C:13]([I:16])[N:12]=[C:11]1[CH3:17])([CH3:4])([CH3:3])[CH3:2]. (2) Given the reactants [CH3:1][O:2][C:3]1[CH:4]=[C:5]([CH:11]=[C:12]([C:16]2[CH:21]=[CH:20][C:19]([O:22][C:23]3[CH:28]=[CH:27][CH:26]=[CH:25][N:24]=3)=[CH:18][CH:17]=2)[C:13](O)=[O:14])[CH:6]=[C:7]([O:9][CH3:10])[CH:8]=1.F[P-](F)(F)(F)(F)F.N1(O[P+](N(C)C)(N(C)C)[N:47]([CH3:49])[CH3:48])C2C=CC=CC=2N=N1.CNC.C1COCC1, predict the reaction product. The product is: [CH3:1][O:2][C:3]1[CH:4]=[C:5]([CH:11]=[C:12]([C:16]2[CH:17]=[CH:18][C:19]([O:22][C:23]3[CH:28]=[CH:27][CH:26]=[CH:25][N:24]=3)=[CH:20][CH:21]=2)[C:13]([N:47]([CH3:49])[CH3:48])=[O:14])[CH:6]=[C:7]([O:9][CH3:10])[CH:8]=1. (3) Given the reactants [O:1]=[C:2]1[N:8]2[CH2:9][C@@H:4]([CH2:5][C@H:6]([C:10]([O:12]C(C3C=CC=CC=3)C3C=CC=CC=3)=[O:11])[CH2:7]2)[O:3]1, predict the reaction product. The product is: [O:1]=[C:2]1[N:8]2[CH2:9][C@@H:4]([CH2:5][C@H:6]([C:10]([OH:12])=[O:11])[CH2:7]2)[O:3]1. (4) Given the reactants C(OC([NH:8][CH2:9][CH2:10][CH2:11][N:12]1[C:16]2[CH:17]=[CH:18][C:19]([C:21]([OH:23])=O)=[CH:20][C:15]=2[N:14]=[CH:13]1)=O)(C)(C)C.[NH2:24][C:25]1[S:26][CH:27]=[C:28]([C:30]2[CH:35]=[CH:34][CH:33]=[CH:32][N:31]=2)[N:29]=1, predict the reaction product. The product is: [N:31]1[CH:32]=[CH:33][CH:34]=[CH:35][C:30]=1[C:28]1[N:29]=[C:25]([NH:24][C:21]([C:19]2[CH:18]=[CH:17][C:16]3[N:12]([CH2:11][CH2:10][CH2:9][NH2:8])[CH:13]=[N:14][C:15]=3[CH:20]=2)=[O:23])[S:26][CH:27]=1.